This data is from Reaction yield outcomes from USPTO patents with 853,638 reactions. The task is: Predict the reaction yield, written as a fraction of the theoretical maximum amount of product (1.0 means a 100% yield; for example, 0.34 means a 34% yield). (1) The product is [Cl:18][C:15]1[CH:16]=[CH:17][C:9]2[O:8][CH:7]([C:19]([F:21])([F:20])[F:22])[C:6]([C:4]([OH:5])=[O:3])=[C:11]([CH2:12][CH3:13])[C:10]=2[CH:14]=1. The yield is 0.650. The catalyst is CO.[Pd]. The reactants are C([O:3][C:4]([C:6]1[CH:7]([C:19]([F:22])([F:21])[F:20])[O:8][C:9]2[CH:17]=[CH:16][C:15]([Cl:18])=[CH:14][C:10]=2[C:11]=1[CH:12]=[CH2:13])=[O:5])C.[H][H]. (2) The reactants are [Br:1][C:2]1[C:11]([OH:12])=[CH:10][CH:9]=[C:8]2[C:3]=1[CH:4]=[CH:5][C:6]([CH3:13])=[N:7]2.[CH2:14]([O:18][CH2:19][C:20]1[CH:25]=[CH:24][CH:23]=[CH:22][CH:21]=1)[C@@H:15]1[O:17][CH2:16]1.C(N(CC)CC)C.O. The catalyst is CC(N(C)C)=O. The product is [CH2:19]([O:18][CH2:14][C@H:15]([OH:17])[CH2:16][O:12][C:11]1[C:2]([Br:1])=[C:3]2[C:8](=[CH:9][CH:10]=1)[N:7]=[C:6]([CH3:13])[CH:5]=[CH:4]2)[C:20]1[CH:25]=[CH:24][CH:23]=[CH:22][CH:21]=1. The yield is 0.730. (3) The reactants are [OH:1][N:2]=[C:3]([C:5]1[C:9]([N:10]2[CH2:15][CH2:14][O:13][CH2:12][CH2:11]2)=[N:8][O:7][N:6]=1)N.N([O-])=O.[Na+].[ClH:20]. The catalyst is O. The product is [OH:1][N:2]=[C:3]([Cl:20])[C:5]1[C:9]([N:10]2[CH2:15][CH2:14][O:13][CH2:12][CH2:11]2)=[N:8][O:7][N:6]=1. The yield is 0.300. (4) The reactants are [Br:1][C:2]1[CH:3]=[CH:4][C:5]([N+:18]([O-])=O)=[C:6]([CH:17]=1)[NH:7][CH2:8][C:9]1[CH:14]=[CH:13][C:12]([O:15][CH3:16])=[CH:11][CH:10]=1.[Cl-].[NH4+]. The catalyst is CCO.O.[Fe]. The product is [Br:1][C:2]1[CH:17]=[C:6]([NH:7][CH2:8][C:9]2[CH:14]=[CH:13][C:12]([O:15][CH3:16])=[CH:11][CH:10]=2)[C:5]([NH2:18])=[CH:4][CH:3]=1. The yield is 0.820. (5) The reactants are [CH:1]1([CH2:7][C@H:8]([NH:26][C:27]([C:29]2[CH:30]=NC3N(N=C(C)C=3)[C:34]=2[CH3:35])=[O:28])[C:9](=[O:25])[NH:10][CH2:11][CH2:12][NH:13][C:14]2[CH:19]=[CH:18][C:17]([O:20][C:21]([F:24])([F:23])[F:22])=[CH:16][CH:15]=2)[CH2:6][CH2:5][CH2:4][CH2:3][CH2:2]1.[CH:40]1[CH:41]=[CH:42][C:43]2N(O)N=N[C:44]=2[CH:45]=1.C[CH:51]([CH3:58])N=C=NC(C)C.CN([CH:62]=[O:63])C. The catalyst is CCOC(C)=O. The product is [CH:1]1([CH2:7][C@H:8]([NH:26][C:27]([C:29]2[CH:30]=[C:51]([C:43]3[CH:44]=[CH:45][CH:40]=[C:41]([O:63][CH3:62])[CH:42]=3)[CH:58]=[CH:35][CH:34]=2)=[O:28])[C:9](=[O:25])[NH:10][CH2:11][CH2:12][NH:13][C:14]2[CH:19]=[CH:18][C:17]([O:20][C:21]([F:24])([F:23])[F:22])=[CH:16][CH:15]=2)[CH2:6][CH2:5][CH2:4][CH2:3][CH2:2]1. The yield is 0.680. (6) The reactants are [CH3:1][O:2][C:3]([CH:5](P(OC)(OC)=O)[NH:6][C:7]([O:9][CH2:10][C:11]1[CH:16]=[CH:15][CH:14]=[CH:13][CH:12]=1)=[O:8])=[O:4].[CH3:23][C:24]1[CH:28]=[CH:27][S:26][C:25]=1[CH:29]=O.C1CCN2C(=NCCC2)CC1. The catalyst is ClCCl. The product is [CH2:10]([O:9][C:7]([NH:6]/[C:5](=[CH:29]\[C:25]1[S:26][CH:27]=[CH:28][C:24]=1[CH3:23])/[C:3]([O:2][CH3:1])=[O:4])=[O:8])[C:11]1[CH:12]=[CH:13][CH:14]=[CH:15][CH:16]=1. The yield is 0.810. (7) The reactants are Br[CH2:2][C:3]([C:5]1[CH:10]=[CH:9][C:8]([NH:11][C:12](=[O:17])[C:13]([F:16])([F:15])[F:14])=[C:7]([CH3:18])[CH:6]=1)=O.[Br:19][C:20]1[CH:21]=[CH:22][C:23](N)=[N:24][CH:25]=1.[CH2:27](O)C. No catalyst specified. The product is [Br:19][C:20]1[CH:21]=[CH:22][C:23]2[N:24]([CH:2]=[C:3]([C:5]3[CH:10]=[CH:9][C:8]([NH:11][C:12](=[O:17])[C:13]([F:16])([F:15])[F:14])=[C:7]([CH3:18])[CH:6]=3)[CH:27]=2)[CH:25]=1. The yield is 0.280. (8) The reactants are [OH:1][C@@H:2]([CH2:26][NH:27][S:28]([C:31]1[CH:36]=[CH:35][CH:34]=[CH:33][N:32]=1)(=[O:30])=[O:29])[C@@H:3]([NH:5][C:6](=[O:25])[O:7][C@H:8]([CH2:13][N:14]1[C:18]2[CH:19]=[C:20]([Cl:24])[C:21]([Cl:23])=[CH:22][C:17]=2[N:16]=[CH:15]1)[C:9]([CH3:12])([CH3:11])[CH3:10])[CH3:4].O[C@H](CNS(C1C=CC=CN=1)(=O)=O)[C@@H](NC(=O)O[C@H](CN1C2C=C(Cl)C(Cl)=CC=2N=C1)C(C)(C)C)C.CC(OI1(OC(C)=O)(OC(C)=O)OC(=O)C2C=CC=CC1=2)=O.C(=O)(O)[O-].[Na+]. The catalyst is C(Cl)(Cl)Cl.C(OCC)(=O)C.S([O-])([O-])(=O)=S.[Na+].[Na+]. The product is [CH3:4][C@H:3]([NH:5][C:6](=[O:25])[O:7][C@H:8]([CH2:13][N:14]1[C:18]2[CH:19]=[C:20]([Cl:24])[C:21]([Cl:23])=[CH:22][C:17]=2[N:16]=[CH:15]1)[C:9]([CH3:10])([CH3:12])[CH3:11])[C:2](=[O:1])[CH2:26][NH:27][S:28]([C:31]1[CH:36]=[CH:35][CH:34]=[CH:33][N:32]=1)(=[O:29])=[O:30]. The yield is 0.500.